From a dataset of TCR-epitope binding with 47,182 pairs between 192 epitopes and 23,139 TCRs. Binary Classification. Given a T-cell receptor sequence (or CDR3 region) and an epitope sequence, predict whether binding occurs between them. (1) The epitope is FLPRVFSAV. Result: 1 (the TCR binds to the epitope). The TCR CDR3 sequence is CASSTSAGSYNEQFF. (2) The epitope is SLVKPSFYV. The TCR CDR3 sequence is CASSLGLAGAYEQYF. Result: 0 (the TCR does not bind to the epitope). (3) The epitope is FLNGSCGSV. The TCR CDR3 sequence is CASSVSTGEAYGCTF. Result: 0 (the TCR does not bind to the epitope). (4) The epitope is NLDSKVGGNY. The TCR CDR3 sequence is CASSQASMNTEAFF. Result: 0 (the TCR does not bind to the epitope). (5) The epitope is LLMPILTLT. The TCR CDR3 sequence is CASSFLGPTNTQYF. Result: 1 (the TCR binds to the epitope). (6) Result: 1 (the TCR binds to the epitope). The TCR CDR3 sequence is CASSKEYRTATNEKLFF. The epitope is KEIDRLNEV. (7) The epitope is VVYRGTTTY. The TCR CDR3 sequence is CASSLGGTGELFF. Result: 1 (the TCR binds to the epitope).